This data is from Peptide-MHC class II binding affinity with 134,281 pairs from IEDB. The task is: Regression. Given a peptide amino acid sequence and an MHC pseudo amino acid sequence, predict their binding affinity value. This is MHC class II binding data. (1) The peptide sequence is YVYEPFPKEVWEQIF. The MHC is DRB1_1101 with pseudo-sequence DRB1_1101. The binding affinity (normalized) is 0.577. (2) The MHC is DRB1_0802 with pseudo-sequence DRB1_0802. The peptide sequence is YVKFLANVSTVLTGK. The binding affinity (normalized) is 1.00. (3) The peptide sequence is SVQVRGELAAEEVEV. The MHC is HLA-DPA10201-DPB10501 with pseudo-sequence HLA-DPA10201-DPB10501. The binding affinity (normalized) is 0. (4) The peptide sequence is IVDVMCHATLTHRLMSPH. The MHC is DRB1_0404 with pseudo-sequence DRB1_0404. The binding affinity (normalized) is 0. (5) The peptide sequence is EKKYFAATQFKPLAA. The MHC is HLA-DQA10401-DQB10402 with pseudo-sequence HLA-DQA10401-DQB10402. The binding affinity (normalized) is 0.224. (6) The peptide sequence is QLQPSLQTGSEELRSLY. The MHC is DRB1_1501 with pseudo-sequence DRB1_1501. The binding affinity (normalized) is 0.384. (7) The peptide sequence is SVTIKLDGNLLSSND. The MHC is HLA-DPA10103-DPB10201 with pseudo-sequence HLA-DPA10103-DPB10201. The binding affinity (normalized) is 0.263.